Task: Predict the reactants needed to synthesize the given product.. Dataset: Full USPTO retrosynthesis dataset with 1.9M reactions from patents (1976-2016) (1) Given the product [S:32]=[C:31]1[O:4][C:3]([C:5]2[CH:10]=[CH:9][N:8]3[C:11]([C:14]4[CH:15]=[C:16]([NH:20][C:21]([NH:23][CH2:24][C:25]([F:28])([F:27])[F:26])=[O:22])[CH:17]=[CH:18][CH:19]=4)=[CH:12][N:13]=[C:7]3[CH:6]=2)=[N:1][NH:2]1, predict the reactants needed to synthesize it. The reactants are: [NH:1]([C:3]([C:5]1[CH:10]=[CH:9][N:8]2[C:11]([C:14]3[CH:15]=[C:16]([NH:20][C:21]([NH:23][CH2:24][C:25]([F:28])([F:27])[F:26])=[O:22])[CH:17]=[CH:18][CH:19]=3)=[CH:12][N:13]=[C:7]2[CH:6]=1)=[O:4])[NH2:2].[OH-].[K+].[C:31](=S)=[S:32]. (2) The reactants are: [C:1]([O:5][C:6](=[O:28])[NH:7][C@@H:8]([C:22](=[O:27])NCOC)[CH2:9][C:10]1[CH:15]=[CH:14][C:13]([C:16]2[CH:21]=[CH:20][CH:19]=[CH:18][CH:17]=2)=[CH:12][CH:11]=1)([CH3:4])([CH3:3])[CH3:2].[H-].[Al+3].[Li+].[H-].[H-].[H-]. Given the product [C:1]([O:5][C:6](=[O:28])[NH:7][C@@H:8]([CH:22]=[O:27])[CH2:9][C:10]1[CH:11]=[CH:12][C:13]([C:16]2[CH:21]=[CH:20][CH:19]=[CH:18][CH:17]=2)=[CH:14][CH:15]=1)([CH3:2])([CH3:4])[CH3:3], predict the reactants needed to synthesize it. (3) Given the product [F:1][C:2]1[CH:10]=[CH:9][CH:8]=[C:7]([C:11]2[N:16]=[CH:15][CH:14]=[CH:13][N:12]=2)[C:3]=1[C:4]([N:38]1[CH2:39][CH2:40][CH2:41][C@@H:36]([CH3:35])[C@H:37]1[CH2:42][N:43]1[C:51](=[O:52])[C:50]2[C:45](=[CH:46][CH:47]=[CH:48][CH:49]=2)[C:44]1=[O:53])=[O:6], predict the reactants needed to synthesize it. The reactants are: [F:1][C:2]1[CH:10]=[CH:9][CH:8]=[C:7]([C:11]2[N:16]=[CH:15][CH:14]=[CH:13][N:12]=2)[C:3]=1[C:4]([OH:6])=O.ClC1N=C(OC)N=C(OC)N=1.CN1CCOCC1.[CH3:35][C@@H:36]1[CH2:41][CH2:40][CH2:39][NH:38][C@@H:37]1[CH2:42][N:43]1[C:51](=[O:52])[C:50]2[C:45](=[CH:46][CH:47]=[CH:48][CH:49]=2)[C:44]1=[O:53]. (4) Given the product [Cl:10][C:11]1[CH:12]=[C:13]2[C:17](=[CH:18][CH:19]=1)[C:16](=[O:20])[N:15]([C:2]1[CH:7]=[N:6][CH:5]=[C:4]([CH2:8][OH:9])[CH:3]=1)[C:14]2([CH3:22])[CH3:21], predict the reactants needed to synthesize it. The reactants are: Br[C:2]1[CH:3]=[C:4]([CH2:8][OH:9])[CH:5]=[N:6][CH:7]=1.[Cl:10][C:11]1[CH:12]=[C:13]2[C:17](=[CH:18][CH:19]=1)[C:16](=[O:20])[NH:15][C:14]2([CH3:22])[CH3:21].C([O-])([O-])=O.[Cs+].[Cs+].N[C@H]1CCCC[C@@H]1N. (5) Given the product [C:34]([O:33][C:31]([NH:38][CH2:39][C:40]([NH:1][C:2]1[CH:3]=[C:4]([C:8]2[S:30][C:11]3=[N:12][C:13]([N:17]4[CH2:18][CH2:19][N:20]([C:23]([O:25][C:26]([CH3:27])([CH3:29])[CH3:28])=[O:24])[CH2:21][CH2:22]4)=[CH:14][C:15](=[O:16])[N:10]3[N:9]=2)[CH:5]=[CH:6][CH:7]=1)=[O:41])=[O:32])([CH3:37])([CH3:36])[CH3:35], predict the reactants needed to synthesize it. The reactants are: [NH2:1][C:2]1[CH:3]=[C:4]([C:8]2[S:30][C:11]3=[N:12][C:13]([N:17]4[CH2:22][CH2:21][N:20]([C:23]([O:25][C:26]([CH3:29])([CH3:28])[CH3:27])=[O:24])[CH2:19][CH2:18]4)=[CH:14][C:15](=[O:16])[N:10]3[N:9]=2)[CH:5]=[CH:6][CH:7]=1.[C:31]([NH:38][CH2:39][C:40](O)=[O:41])([O:33][C:34]([CH3:37])([CH3:36])[CH3:35])=[O:32].C(Cl)CCl. (6) Given the product [CH2:10]([C:12]1[CH:17]=[CH:16][C:15]([C:2]2[CH:3]=[N:4][CH:5]=[C:6]([O:8][CH3:9])[CH:7]=2)=[CH:14][CH:13]=1)[CH3:11], predict the reactants needed to synthesize it. The reactants are: Br[C:2]1[CH:3]=[N:4][CH:5]=[C:6]([O:8][CH3:9])[CH:7]=1.[CH2:10]([C:12]1[CH:17]=[CH:16][C:15](B(O)O)=[CH:14][CH:13]=1)[CH3:11]. (7) Given the product [F:1][C:2]1[CH:7]=[CH:6][C:5]([CH2:8][CH2:9][C:10]([N:30]([O:31][CH3:32])[CH3:29])=[O:12])=[CH:4][CH:3]=1, predict the reactants needed to synthesize it. The reactants are: [F:1][C:2]1[CH:7]=[CH:6][C:5]([CH2:8][CH2:9][C:10]([OH:12])=O)=[CH:4][CH:3]=1.CN1CCOCC1.C(OC(Cl)=O)C(C)C.Cl.[CH3:29][NH:30][O:31][CH3:32].